This data is from Reaction yield outcomes from USPTO patents with 853,638 reactions. The task is: Predict the reaction yield, written as a fraction of the theoretical maximum amount of product (1.0 means a 100% yield; for example, 0.34 means a 34% yield). The reactants are [CH3:1][N:2]1[CH2:7][CH2:6][CH:5]([C:8]2[CH:17]=[CH:16][C:11]([C:12]([O:14]C)=O)=[CH:10][CH:9]=2)[CH2:4][CH2:3]1.[CH3:18][O:19][C:20]1[CH:21]=[C:22]([CH2:28][O:29][C:30]2[CH:31]=[C:32]([NH2:35])[NH:33][N:34]=2)[CH:23]=[C:24]([O:26][CH3:27])[CH:25]=1.C[Al](C)C.C1(C)C=CC=CC=1. No catalyst specified. The product is [CH3:27][O:26][C:24]1[CH:23]=[C:22]([CH2:28][O:29][C:30]2[CH:31]=[C:32]([NH:35][C:12](=[O:14])[C:11]3[CH:10]=[CH:9][C:8]([CH:5]4[CH2:4][CH2:3][N:2]([CH3:1])[CH2:7][CH2:6]4)=[CH:17][CH:16]=3)[NH:33][N:34]=2)[CH:21]=[C:20]([O:19][CH3:18])[CH:25]=1. The yield is 0.465.